The task is: Predict the reaction yield, written as a fraction of the theoretical maximum amount of product (1.0 means a 100% yield; for example, 0.34 means a 34% yield).. This data is from Reaction yield outcomes from USPTO patents with 853,638 reactions. (1) The product is [Cl:1][C:2]1[C:7]([CH2:8][N:9]([CH2:20][C:21]2[CH:22]=[C:23]([CH:35]=[CH:36][CH:37]=2)[CH2:24][N:25]2[CH:29]([C:30]([N:51]3[CH2:50][CH2:49][C:48]([C:45]4[CH:46]=[CH:47][C:42]([Cl:41])=[CH:43][CH:44]=4)([OH:54])[CH2:53][CH2:52]3)=[O:31])[CH2:28][CH2:27][S:26]2(=[O:34])=[O:33])[C@H:10]([CH2:16][N:17]([CH3:18])[CH3:19])[CH2:11][C:12]([CH3:15])([CH3:14])[CH3:13])=[C:6]([F:38])[C:5]([O:39][CH3:40])=[CH:4][CH:3]=1. The reactants are [Cl:1][C:2]1[C:7]([CH2:8][N:9]([CH2:20][C:21]2[CH:22]=[C:23]([CH:35]=[CH:36][CH:37]=2)[CH2:24][N:25]2[CH:29]([C:30](O)=[O:31])[CH2:28][CH2:27][S:26]2(=[O:34])=[O:33])[C@H:10]([CH2:16][N:17]([CH3:19])[CH3:18])[CH2:11][C:12]([CH3:15])([CH3:14])[CH3:13])=[C:6]([F:38])[C:5]([O:39][CH3:40])=[CH:4][CH:3]=1.[Cl:41][C:42]1[CH:47]=[CH:46][C:45]([C:48]2([OH:54])[CH2:53][CH2:52][NH:51][CH2:50][CH2:49]2)=[CH:44][CH:43]=1. The yield is 0.620. No catalyst specified. (2) The reactants are Cl[C:2]1[CH:7]=[C:6]([Cl:8])[N:5]=[C:4]([NH2:9])[N:3]=1.Cl.F[CH:12](F)[CH2:13][NH2:14].[CH3:16]CN(C(C)C)C(C)C. The catalyst is CCCCO. The product is [Cl:8][C:6]1[N:5]=[C:4]([NH2:9])[N:3]=[C:2]([NH:14][CH2:13][CH:12]=[CH2:16])[CH:7]=1. The yield is 0.840.